Predict the reaction yield, written as a fraction of the theoretical maximum amount of product (1.0 means a 100% yield; for example, 0.34 means a 34% yield). From a dataset of Reaction yield outcomes from USPTO patents with 853,638 reactions. The reactants are [CH3:1][O:2][C:3]1[CH:4]=[C:5]([CH:7]=[C:8]([O:12][CH3:13])[C:9]=1[O:10][CH3:11])[NH2:6].Cl[C:15]1[CH:20]=[C:19]([O:21][C:22]2[C:23]([C:29]3[CH:34]=[N:33][CH:32]=[CH:31][N:30]=3)=[N:24][C:25]([CH3:28])=[CH:26][CH:27]=2)[CH:18]=[CH:17][N:16]=1.CC1(C)C2C(=C(P(C3C=CC=CC=3)C3C=CC=CC=3)C=CC=2)OC2C(P(C3C=CC=CC=3)C3C=CC=CC=3)=CC=CC1=2.C([O-])([O-])=O.[Cs+].[Cs+]. The catalyst is CCOC(C)=O.CC(N(C)C)=O. The product is [CH3:28][C:25]1[N:24]=[C:23]([C:29]2[CH:34]=[N:33][CH:32]=[CH:31][N:30]=2)[C:22]([O:21][C:19]2[CH:20]=[CH:15][N:16]=[C:17]([NH:6][C:5]3[CH:7]=[C:8]([O:12][CH3:13])[C:9]([O:10][CH3:11])=[C:3]([O:2][CH3:1])[CH:4]=3)[CH:18]=2)=[CH:27][CH:26]=1. The yield is 0.170.